From a dataset of Forward reaction prediction with 1.9M reactions from USPTO patents (1976-2016). Predict the product of the given reaction. (1) Given the reactants [Br-].C1([PH+](C2C=CC=CC=2)C2C=CC=CC=2)C=CC=CC=1.[F:21][C:22]1[C:27]([C@@H:28]([N:30]2[CH2:35][CH:34]([CH3:36])[O:33][C@H:32](O)[C:31]2=[O:38])[CH3:29])=[CH:26][CH:25]=[C:24]([F:39])[N:23]=1.C(N(CC)CC)C.[CH3:47][O:48][C:49]1[CH:50]=[C:51]([CH:54]=[CH:55][C:56]=1[N:57]1[CH:61]=[C:60]([CH3:62])[N:59]=[CH:58]1)[CH:52]=O, predict the reaction product. The product is: [F:21][C:22]1[C:27]([C@@H:28]([N:30]2[CH2:35][C@H:34]([CH3:36])[O:33]/[C:32](=[CH:52]\[C:51]3[CH:54]=[CH:55][C:56]([N:57]4[CH:61]=[C:60]([CH3:62])[N:59]=[CH:58]4)=[C:49]([O:48][CH3:47])[CH:50]=3)/[C:31]2=[O:38])[CH3:29])=[CH:26][CH:25]=[C:24]([F:39])[N:23]=1. (2) Given the reactants [CH2:1]([O:3][C:4]1[CH:13]=[CH:12][C:7]2[N:8]=[C:9]([NH2:11])[S:10][C:6]=2[CH:5]=1)[CH3:2].[F:14][C:15]([F:26])([F:25])[C:16]1[CH:17]=[C:18]([CH:22]=[CH:23][CH:24]=1)[C:19](Cl)=[O:20].Br[CH:28]([CH3:34])[C:29]([O:31]CC)=[O:30].COC1C=CC2N=C(N)SC=2C=1.ClC1C=C(C=CC=1)C(Cl)=O.BrCC(OCC)=O, predict the reaction product. The product is: [CH2:1]([O:3][C:4]1[CH:13]=[CH:12][C:7]2[N:8]([CH:28]([CH3:34])[C:29]([OH:31])=[O:30])[C:9](=[N:11][C:19](=[O:20])[C:18]3[CH:22]=[CH:23][CH:24]=[C:16]([C:15]([F:26])([F:25])[F:14])[CH:17]=3)[S:10][C:6]=2[CH:5]=1)[CH3:2]. (3) Given the reactants [Br:1][C:2]1[N:7]=[CH:6][C:5]([CH:8]([C:10]2[C:18]3[C:13](=[N:14][CH:15]=[CH:16][CH:17]=3)[NH:12][CH:11]=2)O)=[CH:4][CH:3]=1.BrC1N=CC(C(OC)C2C3C(=NC=CC=3)NC=2)=CC=1.C([SiH](CC)CC)C.FC(F)(F)C(O)=O, predict the reaction product. The product is: [Br:1][C:2]1[N:7]=[CH:6][C:5]([CH2:8][C:10]2[C:18]3[C:13](=[N:14][CH:15]=[CH:16][CH:17]=3)[NH:12][CH:11]=2)=[CH:4][CH:3]=1.